The task is: Predict which catalyst facilitates the given reaction.. This data is from Catalyst prediction with 721,799 reactions and 888 catalyst types from USPTO. (1) Reactant: [CH3:1][O:2][CH2:3][C@H:4]([CH3:52])[CH2:5][O:6][CH2:7][C:8]1[CH:13]=[CH:12][C:11]([C@@H:14]2[C@@H:19]([O:20][CH2:21][C:22]3[CH:23]=[CH:24][C:25]4[O:30][CH2:29][CH2:28][N:27]([CH2:31][CH2:32][CH2:33][O:34][CH3:35])[C:26]=4[CH:36]=3)[CH2:18][N:17]([S:37]([C:40]3[CH:45]=[CH:44][C:43]([CH3:46])=[CH:42][CH:41]=3)(=[O:39])=[O:38])[C@@H:16]([CH2:47][C:48]([NH2:51])([CH3:50])[CH3:49])[CH2:15]2)=[CH:10][CH:9]=1.CCN(CC)CC.[C:60](Cl)(=[O:62])[CH3:61]. Product: [CH3:1][O:2][CH2:3][C@H:4]([CH3:52])[CH2:5][O:6][CH2:7][C:8]1[CH:9]=[CH:10][C:11]([C@@H:14]2[C@@H:19]([O:20][CH2:21][C:22]3[CH:23]=[CH:24][C:25]4[O:30][CH2:29][CH2:28][N:27]([CH2:31][CH2:32][CH2:33][O:34][CH3:35])[C:26]=4[CH:36]=3)[CH2:18][N:17]([S:37]([C:40]3[CH:41]=[CH:42][C:43]([CH3:46])=[CH:44][CH:45]=3)(=[O:39])=[O:38])[C@@H:16]([CH2:47][C:48]([NH:51][C:60](=[O:62])[CH3:61])([CH3:49])[CH3:50])[CH2:15]2)=[CH:12][CH:13]=1. The catalyst class is: 34. (2) The catalyst class is: 268. Product: [Br:11][C:8]1[CH:7]=[CH:6][C:5]([OH:10])=[C:4]([CH:1]2[CH2:3][CH2:2]2)[CH:9]=1. Reactant: [CH:1]1([C:4]2[CH:9]=[CH:8][CH:7]=[CH:6][C:5]=2[OH:10])[CH2:3][CH2:2]1.[Br:11]Br. (3) Reactant: C(=O)([O-])[O-].[K+].[K+].C[Si]([C:11]#[C:12][C:13]1[N:18]=[C:17]([NH:19][C:20](=[O:22])[CH3:21])[CH:16]=[CH:15][CH:14]=1)(C)C. Product: [C:12]([C:13]1[N:18]=[C:17]([NH:19][C:20](=[O:22])[CH3:21])[CH:16]=[CH:15][CH:14]=1)#[CH:11]. The catalyst class is: 5.